This data is from Full USPTO retrosynthesis dataset with 1.9M reactions from patents (1976-2016). The task is: Predict the reactants needed to synthesize the given product. (1) Given the product [Cl:1][C:2]1[CH:3]=[CH:4][C:5]([O:32][CH:33]([F:35])[F:34])=[C:6]([C:8]2[N:9]=[C:10]([N:25]3[CH2:26][CH2:27][CH:28]([N:37]([CH2:38][CH2:39][C:40]#[N:41])[CH3:36])[CH2:29][CH2:30]3)[S:11][C:12]=2[NH:13][C:14]([C:16]2[CH:17]=[N:18][N:19]3[CH:24]=[CH:23][CH:22]=[N:21][C:20]=23)=[O:15])[CH:7]=1, predict the reactants needed to synthesize it. The reactants are: [Cl:1][C:2]1[CH:3]=[CH:4][C:5]([O:32][CH:33]([F:35])[F:34])=[C:6]([C:8]2[N:9]=[C:10]([N:25]3[CH2:30][CH2:29][C:28](=O)[CH2:27][CH2:26]3)[S:11][C:12]=2[NH:13][C:14]([C:16]2[CH:17]=[N:18][N:19]3[CH:24]=[CH:23][CH:22]=[N:21][C:20]=23)=[O:15])[CH:7]=1.[CH3:36][NH:37][CH2:38][CH2:39][C:40]#[N:41].C(O)(=O)C.C([BH3-])#N. (2) The reactants are: C([O:3][C:4]([C:6]1[N:7]([CH3:17])[C:8]2[C:13]([CH:14]=1)=[CH:12][CH:11]=[C:10]([C:15]#[N:16])[CH:9]=2)=[O:5])C.Cl. Given the product [C:15]([C:10]1[CH:9]=[C:8]2[C:13]([CH:14]=[C:6]([C:4]([OH:5])=[O:3])[N:7]2[CH3:17])=[CH:12][CH:11]=1)#[N:16], predict the reactants needed to synthesize it. (3) Given the product [Br:18][C:13]1[CH:14]=[C:15]2[C:10](=[CH:11][CH:12]=1)[NH:9][C:8](=[O:17])[N:7]([CH:4]1[CH2:3][CH2:2][NH:1][CH2:6][CH2:5]1)[CH2:16]2, predict the reactants needed to synthesize it. The reactants are: [NH:1]1[CH2:6][CH2:5][CH:4]([N:7]2[CH2:16][C:15]3[C:10](=[CH:11][CH:12]=[CH:13][CH:14]=3)[NH:9][C:8]2=[O:17])[CH2:3][CH2:2]1.[Br:18]Br. (4) Given the product [CH2:1]([O:3][C:4](=[O:21])[C:5]1[CH:6]=[CH:7][C:8]([C:11]2[CH:16]=[CH:15][C:14]([OH:17])=[C:13]([C:19]#[N:20])[N:12]=2)=[CH:9][CH:10]=1)[CH3:2], predict the reactants needed to synthesize it. The reactants are: [CH2:1]([O:3][C:4](=[O:21])[C:5]1[CH:10]=[CH:9][C:8]([C:11]2[CH:16]=[CH:15][C:14]([O:17]C)=[C:13]([C:19]#[N:20])[N:12]=2)=[CH:7][CH:6]=1)[CH3:2].[Li+].[I-]. (5) Given the product [Cl:1][C:2]1[C:7]([C:8]([OH:10])=[O:9])=[CH:6][CH:5]=[C:4]([N:15]2[CH:19]=[CH:18][C:17]([O:20][CH2:21][CH:22]([CH3:24])[CH3:23])=[N:16]2)[N:3]=1, predict the reactants needed to synthesize it. The reactants are: [Cl:1][C:2]1[C:7]([C:8]([O:10]C(C)(C)C)=[O:9])=[CH:6][CH:5]=[C:4]([N:15]2[CH:19]=[CH:18][C:17]([O:20][CH2:21][CH:22]([CH3:24])[CH3:23])=[N:16]2)[N:3]=1.C(O)(C(F)(F)F)=O. (6) Given the product [ClH:35].[NH2:27][CH2:26][C:7]1[N:8]([CH2:22][CH:23]([CH3:24])[CH3:25])[C:9](=[O:21])[C:10]2[C:15]([C:6]=1[O:5][CH2:1][CH2:2][CH2:3][CH3:4])=[CH:14][C:13]([C:16]1[O:20][CH:19]=[N:18][CH:17]=1)=[CH:12][CH:11]=2, predict the reactants needed to synthesize it. The reactants are: [CH2:1]([O:5][C:6]1[C:15]2[C:10](=[CH:11][CH:12]=[C:13]([C:16]3[O:20][CH:19]=[N:18][CH:17]=3)[CH:14]=2)[C:9](=[O:21])[N:8]([CH2:22][CH:23]([CH3:25])[CH3:24])[C:7]=1[CH2:26][NH:27]C(=O)OC(C)(C)C)[CH2:2][CH2:3][CH3:4].[ClH:35].